From a dataset of Catalyst prediction with 721,799 reactions and 888 catalyst types from USPTO. Predict which catalyst facilitates the given reaction. (1) The catalyst class is: 11. Reactant: [NH2:1][C:2]1[CH:3]=[CH:4][C:5]([F:9])=[C:6]([OH:8])[CH:7]=1.[C:10]([C:14]1[O:18][N:17]=[C:16]([N:19]=[C:20]=[O:21])[CH:15]=1)([CH3:13])([CH3:12])[CH3:11]. Product: [C:10]([C:14]1[O:18][N:17]=[C:16]([NH:19][C:20]([NH:1][C:2]2[CH:3]=[CH:4][C:5]([F:9])=[C:6]([OH:8])[CH:7]=2)=[O:21])[CH:15]=1)([CH3:13])([CH3:11])[CH3:12]. (2) Reactant: C[O:2][C:3]([C:5]1[S:13][C:12]2[C:11](=[O:14])[NH:10][C:9](=[O:15])[N:8]([CH3:16])[C:7]=2[CH:6]=1)=[O:4].[OH-].[Li+]. Product: [CH3:16][N:8]1[C:7]2[CH:6]=[C:5]([C:3]([OH:4])=[O:2])[S:13][C:12]=2[C:11](=[O:14])[NH:10][C:9]1=[O:15]. The catalyst class is: 24. (3) Reactant: [OH:1][C:2]1[CH:7]=[N:6][N:5]([CH:8]2[CH2:13][CH2:12][CH2:11][CH2:10][O:9]2)[C:4](=[O:14])[CH:3]=1.[Cl:15][C:16]1[CH:17]=[CH:18][C:19]([CH2:22]O)=[N:20][CH:21]=1.C1(P(C2C=CC=CC=2)C2C=CC=CC=2)C=CC=CC=1.N(C(OC(C)C)=O)=NC(OC(C)C)=O. Product: [Cl:15][C:16]1[CH:17]=[CH:18][C:19]([CH2:22][O:1][C:2]2[CH:7]=[N:6][N:5]([CH:8]3[CH2:13][CH2:12][CH2:11][CH2:10][O:9]3)[C:4](=[O:14])[CH:3]=2)=[N:20][CH:21]=1. The catalyst class is: 76. (4) The catalyst class is: 4. Product: [NH2:17][C:15]1[C:16]2[C:8]([C:5]3[CH:6]=[CH:7][C:2]([NH:1][C:39]([C:34]4[N:33]([CH3:38])[N:26]=[C:36]([CH3:37])[CH:35]=4)=[O:40])=[C:3]([O:24][CH3:25])[CH:4]=3)=[CH:9][N:10]([CH:18]3[CH2:19][CH2:20][O:21][CH2:22][CH2:23]3)[C:11]=2[N:12]=[CH:13][N:14]=1. Reactant: [NH2:1][C:2]1[CH:7]=[CH:6][C:5]([C:8]2[C:16]3[C:15]([NH2:17])=[N:14][CH:13]=[N:12][C:11]=3[N:10]([CH:18]3[CH2:23][CH2:22][O:21][CH2:20][CH2:19]3)[CH:9]=2)=[CH:4][C:3]=1[O:24][CH3:25].[N:26]1C=CC=CC=1.Cl.[N:33]1[CH:38]=[CH:37][CH:36]=[CH:35][C:34]=1[C:39](Cl)=[O:40]. (5) Product: [Br:9][CH2:10][CH2:11][CH2:12][N:2]([CH3:1])[C:3]1[CH:8]=[CH:7][CH:6]=[CH:5][CH:4]=1. Reactant: [CH3:1][NH:2][C:3]1[CH:8]=[CH:7][CH:6]=[CH:5][CH:4]=1.[Br:9][CH2:10][CH2:11][CH2:12]Br.C([O-])([O-])=O.[K+].[K+].C1OCCOCCOCCOCCOCCOC1. The catalyst class is: 3. (6) Reactant: Br[C:2]1[C:3]2[C:4]3[CH2:15][CH2:14][N:13]([C:16]([O:18][C:19]([CH3:22])([CH3:21])[CH3:20])=[O:17])[CH2:12][CH2:11][C:5]=3[NH:6][C:7]=2[CH:8]=[CH:9][CH:10]=1.[CH2:23](COC)OC.C([O-])([O-])=O.[Na+].[Na+].C(OCC)(=O)C.[CH3:41][CH2:42][CH2:43][CH2:44][CH2:45][CH3:46]. Product: [CH3:23][C:43]1[CH:42]=[CH:41][CH:46]=[CH:45][C:44]=1[C:2]1[C:3]2[C:4]3[CH2:15][CH2:14][N:13]([C:16]([O:18][C:19]([CH3:21])([CH3:20])[CH3:22])=[O:17])[CH2:12][CH2:11][C:5]=3[NH:6][C:7]=2[CH:8]=[CH:9][CH:10]=1. The catalyst class is: 73. (7) Reactant: FC(F)(F)S(O[C:7]1[C:12]([C:13]2C=C[N:16]=[CH:15][CH:14]=2)=[CH:11][CH:10]=[CH:9][C:8]=1Cl)(=O)=O.CC1(C)C(C)(C)OB(C2C=CC(OCC3C=CC4C(=CC=CC=4)N=3)=CC=2)O1.C([O-])([O-])=O.[Na+].[Na+]. Product: [N:16]1[C:11]2[C:12](=[CH:7][CH:8]=[CH:9][CH:10]=2)[CH:13]=[CH:14][CH:15]=1. The catalyst class is: 12.